This data is from Forward reaction prediction with 1.9M reactions from USPTO patents (1976-2016). The task is: Predict the product of the given reaction. (1) The product is: [CH3:1][C:2]1([CH2:9][C:10]([O:12][C:13]([CH3:16])([CH3:15])[CH3:14])=[O:11])[C:6](=[O:7])[N:5]([CH2:29][C:30]([F:33])([F:32])[F:31])[C:4](=[O:8])[NH:3]1. Given the reactants [CH3:1][C:2]1([CH2:9][C:10]([O:12][C:13]([CH3:16])([CH3:15])[CH3:14])=[O:11])[C:6](=[O:7])[NH:5][C:4](=[O:8])[NH:3]1.C(=O)([O-])[O-].[K+].[K+].FC(F)(F)S(O[CH2:29][C:30]([F:33])([F:32])[F:31])(=O)=O, predict the reaction product. (2) Given the reactants [CH3:1][O:2][C:3]1[CH:4]=[CH:5][C:6]([N+:12]([O-:14])=[O:13])=[C:7]([CH:11]=1)[C:8](O)=[O:9].O=S(Cl)Cl.[BH4-].[Na+], predict the reaction product. The product is: [CH3:1][O:2][C:3]1[CH:4]=[CH:5][C:6]([N+:12]([O-:14])=[O:13])=[C:7]([CH2:8][OH:9])[CH:11]=1. (3) Given the reactants C([NH:5][C:6]([C:8]1[CH:9]=[C:10]2[C:15](=[CH:16][CH:17]=1)[N:14]=[C:13]([C:18]1[O:19][C:20]3[CH:26]=[CH:25][C:24]([F:27])=[CH:23][C:21]=3[CH:22]=1)[C:12]([N:28]([CH3:32])[CH:29]([CH3:31])[CH3:30])=[N:11]2)=O)(C)(C)C.C(OC(C(F)(F)F)=O)(C(F)(F)F)=O, predict the reaction product. The product is: [F:27][C:24]1[CH:25]=[CH:26][C:20]2[O:19][C:18]([C:13]3[C:12]([N:28]([CH3:32])[CH:29]([CH3:31])[CH3:30])=[N:11][C:10]4[C:15](=[CH:16][CH:17]=[C:8]([C:6]#[N:5])[CH:9]=4)[N:14]=3)=[CH:22][C:21]=2[CH:23]=1. (4) Given the reactants [NH2:1][C:2]1[C:11]([C:12]([NH2:14])=[O:13])=[C:10]([NH:15][C:16]2[CH:17]=[C:18]([CH:24]=[CH:25][CH:26]=2)[C:19]([O:21]CC)=[O:20])[C:9]2[C:4](=[CH:5][C:6](Br)=[CH:7][CH:8]=2)[N:3]=1.[CH3:28][O:29][C:30]1[N:35]=[C:34]([O:36][CH3:37])[C:33](B(O)O)=[CH:32][N:31]=1.C(=O)([O-])[O-].[K+].[K+].[OH-].[Na+], predict the reaction product. The product is: [NH2:1][C:2]1[C:11]([C:12]([NH2:14])=[O:13])=[C:10]([NH:15][C:16]2[CH:17]=[C:18]([CH:24]=[CH:25][CH:26]=2)[C:19]([OH:21])=[O:20])[C:9]2[C:4](=[CH:5][C:6]([C:33]3[C:34]([O:36][CH3:37])=[N:35][C:30]([O:29][CH3:28])=[N:31][CH:32]=3)=[CH:7][CH:8]=2)[N:3]=1. (5) The product is: [C:21]([O:25][C:26]([N:28]1[CH2:33][CH2:32][C:31](=[CH:6][C:5]2[CH:15]=[C:16]([O:19][CH3:20])[CH:17]=[CH:18][C:4]=2[Br:3])[CH2:30][CH2:29]1)=[O:27])([CH3:24])([CH3:22])[CH3:23]. Given the reactants [H-].[Na+].[Br:3][C:4]1[CH:18]=[CH:17][C:16]([O:19][CH3:20])=[CH:15][C:5]=1[CH2:6]P(=O)(OCC)OCC.[C:21]([O:25][C:26]([N:28]1[CH2:33][CH2:32][C:31](=O)[CH2:30][CH2:29]1)=[O:27])([CH3:24])([CH3:23])[CH3:22].COCCOC, predict the reaction product. (6) Given the reactants [Cl:1][C:2]1[CH:7]=[CH:6][C:5]([S:8][C:9]2[NH:10][C:11]3[C:16]([N:17]=2)=[C:15]([NH2:18])[N:14]=[CH:13][N:12]=3)=[C:4]([N+:19]([O-:21])=[O:20])[CH:3]=1.C([O-])([O-])=O.[Cs+].[Cs+].[Br:28][CH2:29][CH2:30][CH2:31]Br, predict the reaction product. The product is: [Br:28][CH2:29][CH2:30][CH2:31][N:10]1[C:9]([S:8][C:5]2[CH:6]=[CH:7][C:2]([Cl:1])=[CH:3][C:4]=2[N+:19]([O-:21])=[O:20])=[N:17][C:16]2[C:11]1=[N:12][CH:13]=[N:14][C:15]=2[NH2:18]. (7) Given the reactants [Br:1][C:2]1[CH:7]=[CH:6][C:5]([C:8]2(O)[C:16]3[C:11](=[CH:12][CH:13]=[CH:14][CH:15]=3)[N:10]([CH2:17][C:18]3[O:19][C:20]([C:23]([F:26])([F:25])[F:24])=[CH:21][CH:22]=3)[C:9]2=[O:27])=[C:4]([OH:29])[CH:3]=1.C([SiH](CC)CC)C.FC(F)(F)C(O)=O, predict the reaction product. The product is: [Br:1][C:2]1[CH:7]=[CH:6][C:5]([CH:8]2[C:16]3[C:11](=[CH:12][CH:13]=[CH:14][CH:15]=3)[N:10]([CH2:17][C:18]3[O:19][C:20]([C:23]([F:26])([F:25])[F:24])=[CH:21][CH:22]=3)[C:9]2=[O:27])=[C:4]([OH:29])[CH:3]=1. (8) Given the reactants [NH:1]1[CH:8]=[CH:7][C:5]([NH2:6])=[N:4][C:2]1=[O:3].Cl[Sn](Cl)(Cl)Cl.C(#N)C.C(O[C@@H:26]1[O:48][C@H:47]([CH2:49][O:50][C:51](=[O:58])[C:52]2[CH:57]=[CH:56][CH:55]=[CH:54][CH:53]=2)[C@@H:37]([O:38][C:39](=[O:46])[C:40]2[CH:45]=[CH:44][CH:43]=[CH:42][CH:41]=2)[C@@:27]1([CH3:59])[O:28][C:29](=[O:36])[C:30]1[CH:35]=[CH:34][CH:33]=[CH:32][CH:31]=1)(=O)C1C=CC=CC=1, predict the reaction product. The product is: [NH2:6][C:5]1[CH:7]=[CH:8][N:1]([CH:26]2[C:27]([O:28][C:29](=[O:36])[C:30]3[CH:35]=[CH:34][CH:33]=[CH:32][CH:31]=3)([CH3:59])[CH:37]([O:38][C:39](=[O:46])[C:40]3[CH:45]=[CH:44][CH:43]=[CH:42][CH:41]=3)[CH:47]([CH2:49][O:50][C:51](=[O:58])[C:52]3[CH:57]=[CH:56][CH:55]=[CH:54][CH:53]=3)[O:48]2)[C:2](=[O:3])[N:4]=1.